From a dataset of Acute oral toxicity (LD50) regression data from Zhu et al.. Regression/Classification. Given a drug SMILES string, predict its toxicity properties. Task type varies by dataset: regression for continuous values (e.g., LD50, hERG inhibition percentage) or binary classification for toxic/non-toxic outcomes (e.g., AMES mutagenicity, cardiotoxicity, hepatotoxicity). Dataset: ld50_zhu. (1) The compound is CCC1(C)CC(=O)NC1=O. The rat oral LD50 is 1.89, given as -log10 of the dose in mol/kg body weight (higher means more acutely toxic). (2) The molecule is O=c1nc2[nH]c(=O)[nH]cc-2[nH]1. The rat oral LD50 is 1.92, given as -log10 of the dose in mol/kg body weight (higher means more acutely toxic). (3) The compound is CC(C)c1cccc(C(C)C)c1. The rat oral LD50 is 1.34, given as -log10 of the dose in mol/kg body weight (higher means more acutely toxic).